This data is from NCI-60 drug combinations with 297,098 pairs across 59 cell lines. The task is: Regression. Given two drug SMILES strings and cell line genomic features, predict the synergy score measuring deviation from expected non-interaction effect. (1) Drug 1: CCC1(CC2CC(C3=C(CCN(C2)C1)C4=CC=CC=C4N3)(C5=C(C=C6C(=C5)C78CCN9C7C(C=CC9)(C(C(C8N6C=O)(C(=O)OC)O)OC(=O)C)CC)OC)C(=O)OC)O.OS(=O)(=O)O. Drug 2: CC12CCC3C(C1CCC2O)C(CC4=C3C=CC(=C4)O)CCCCCCCCCS(=O)CCCC(C(F)(F)F)(F)F. Cell line: ACHN. Synergy scores: CSS=-4.28, Synergy_ZIP=2.79, Synergy_Bliss=5.06, Synergy_Loewe=-0.852, Synergy_HSA=-0.502. (2) Drug 1: C1=C(C(=O)NC(=O)N1)F. Drug 2: COCCOC1=C(C=C2C(=C1)C(=NC=N2)NC3=CC=CC(=C3)C#C)OCCOC.Cl. Cell line: ACHN. Synergy scores: CSS=48.6, Synergy_ZIP=0.315, Synergy_Bliss=-0.957, Synergy_Loewe=4.41, Synergy_HSA=5.79. (3) Drug 1: COC1=C(C=C2C(=C1)N=CN=C2NC3=CC(=C(C=C3)F)Cl)OCCCN4CCOCC4. Drug 2: C1=CC(=CC=C1C#N)C(C2=CC=C(C=C2)C#N)N3C=NC=N3. Cell line: KM12. Synergy scores: CSS=31.3, Synergy_ZIP=-8.32, Synergy_Bliss=-0.294, Synergy_Loewe=4.53, Synergy_HSA=5.33. (4) Drug 1: COC1=C(C=C2C(=C1)N=CN=C2NC3=CC(=C(C=C3)F)Cl)OCCCN4CCOCC4. Drug 2: C1C(C(OC1N2C=NC3=C2NC=NCC3O)CO)O. Cell line: HCC-2998. Synergy scores: CSS=14.7, Synergy_ZIP=-0.774, Synergy_Bliss=5.55, Synergy_Loewe=0.460, Synergy_HSA=5.33. (5) Synergy scores: CSS=48.9, Synergy_ZIP=-8.23, Synergy_Bliss=-6.98, Synergy_Loewe=-3.03, Synergy_HSA=-1.18. Drug 2: CC1C(C(CC(O1)OC2CC(CC3=C2C(=C4C(=C3O)C(=O)C5=CC=CC=C5C4=O)O)(C(=O)C)O)N)O. Drug 1: CCC1(CC2CC(C3=C(CCN(C2)C1)C4=CC=CC=C4N3)(C5=C(C=C6C(=C5)C78CCN9C7C(C=CC9)(C(C(C8N6C)(C(=O)OC)O)OC(=O)C)CC)OC)C(=O)OC)O.OS(=O)(=O)O. Cell line: SW-620. (6) Drug 1: C1CC(C1)(C2=CC=C(C=C2)C3=C(C=C4C(=N3)C=CN5C4=NNC5=O)C6=CC=CC=C6)N. Drug 2: COCCOC1=C(C=C2C(=C1)C(=NC=N2)NC3=CC=CC(=C3)C#C)OCCOC. Cell line: NCI-H460. Synergy scores: CSS=49.4, Synergy_ZIP=0.884, Synergy_Bliss=4.16, Synergy_Loewe=8.92, Synergy_HSA=10.2. (7) Drug 1: CCC1(CC2CC(C3=C(CCN(C2)C1)C4=CC=CC=C4N3)(C5=C(C=C6C(=C5)C78CCN9C7C(C=CC9)(C(C(C8N6C=O)(C(=O)OC)O)OC(=O)C)CC)OC)C(=O)OC)O.OS(=O)(=O)O. Drug 2: CC12CCC3C(C1CCC2O)C(CC4=C3C=CC(=C4)O)CCCCCCCCCS(=O)CCCC(C(F)(F)F)(F)F. Cell line: SF-539. Synergy scores: CSS=29.7, Synergy_ZIP=2.71, Synergy_Bliss=-1.14, Synergy_Loewe=-51.2, Synergy_HSA=-4.11. (8) Drug 1: CCC1=CC2CC(C3=C(CN(C2)C1)C4=CC=CC=C4N3)(C5=C(C=C6C(=C5)C78CCN9C7C(C=CC9)(C(C(C8N6C)(C(=O)OC)O)OC(=O)C)CC)OC)C(=O)OC.C(C(C(=O)O)O)(C(=O)O)O. Drug 2: CNC(=O)C1=NC=CC(=C1)OC2=CC=C(C=C2)NC(=O)NC3=CC(=C(C=C3)Cl)C(F)(F)F. Synergy scores: CSS=80.6, Synergy_ZIP=2.63, Synergy_Bliss=4.56, Synergy_Loewe=1.79, Synergy_HSA=4.91. Cell line: HT29. (9) Drug 1: CN(CCCl)CCCl.Cl. Drug 2: C1CN(CCN1C(=O)CCBr)C(=O)CCBr. Cell line: NCI/ADR-RES. Synergy scores: CSS=23.1, Synergy_ZIP=-5.08, Synergy_Bliss=2.11, Synergy_Loewe=-2.40, Synergy_HSA=2.14. (10) Drug 1: C(=O)(N)NO. Drug 2: CC(C)(C#N)C1=CC(=CC(=C1)CN2C=NC=N2)C(C)(C)C#N. Cell line: TK-10. Synergy scores: CSS=-1.75, Synergy_ZIP=3.36, Synergy_Bliss=5.74, Synergy_Loewe=-0.998, Synergy_HSA=-0.0913.